Dataset: Reaction yield outcomes from USPTO patents with 853,638 reactions. Task: Predict the reaction yield, written as a fraction of the theoretical maximum amount of product (1.0 means a 100% yield; for example, 0.34 means a 34% yield). (1) The reactants are [CH3:1][C:2]1[O:6][N:5]=[C:4]([C:7]2[CH:12]=[CH:11][CH:10]=[CH:9][CH:8]=2)[C:3]=1[C:13]([NH:15][NH2:16])=[O:14].[CH3:17][O:18][C:19]1[CH:27]=[C:26]([N+:28]([O-:30])=[O:29])[CH:25]=[CH:24][C:20]=1[C:21](O)=O. No catalyst specified. The product is [CH3:17][O:18][C:19]1[CH:27]=[C:26]([N+:28]([O-:30])=[O:29])[CH:25]=[CH:24][C:20]=1[C:21]1[O:14][C:13]([C:3]2[C:4]([C:7]3[CH:12]=[CH:11][CH:10]=[CH:9][CH:8]=3)=[N:5][O:6][C:2]=2[CH3:1])=[N:15][N:16]=1. The yield is 0.840. (2) The reactants are [CH3:1][O:2][C:3]1[CH:4]=[C:5]2[C:10](=[CH:11][C:12]=1[O:13][CH3:14])[N:9]=[CH:8][CH:7]=[C:6]2[O:15][C:16]1[CH:22]=[CH:21][C:19]([NH2:20])=[CH:18][CH:17]=1.Cl[C:24](Cl)([O:26]C(=O)OC(Cl)(Cl)Cl)Cl.[CH3:35][CH2:36][CH:37]([OH:41])[CH2:38][CH2:39][CH3:40].C(=O)(O)[O-].[Na+]. The catalyst is C(Cl)Cl.C(N(CC)CC)C.C1(C)C=CC=CC=1. The product is [CH3:1][O:2][C:3]1[CH:4]=[C:5]2[C:10](=[CH:11][C:12]=1[O:13][CH3:14])[N:9]=[CH:8][CH:7]=[C:6]2[O:15][C:16]1[CH:22]=[CH:21][C:19]([NH:20][C:24](=[O:26])[O:41][CH:37]([CH2:36][CH3:35])[CH2:38][CH2:39][CH3:40])=[CH:18][CH:17]=1. The yield is 0.830. (3) The reactants are [Cl:1][C:2]1[N:7]=[C:6]([C:8]2[CH:13]=[CH:12][CH:11]=[CH:10][CH:9]=2)[N:5]=[C:4]([C:14](Cl)=[O:15])[CH:3]=1.[N:17]1[C:25]2[CH:24]=[CH:23][N:22]=[CH:21][C:20]=2[S:19][C:18]=1[C:26]1[CH:32]=[CH:31][CH:30]=[CH:29][C:27]=1[NH2:28].C(N(CC)CC)C. The yield is 0.770. The product is [Cl:1][C:2]1[N:7]=[C:6]([C:8]2[CH:13]=[CH:12][CH:11]=[CH:10][CH:9]=2)[N:5]=[C:4]([C:14]([NH:28][C:27]2[CH:29]=[CH:30][CH:31]=[CH:32][C:26]=2[C:18]2[S:19][C:20]3[CH:21]=[N:22][CH:23]=[CH:24][C:25]=3[N:17]=2)=[O:15])[CH:3]=1. The catalyst is C(Cl)Cl. (4) The reactants are [Br:1][C:2]1[N:3]([CH2:11][O:12][CH2:13][CH2:14][Si:15]([CH3:18])([CH3:17])[CH3:16])[CH:4]=[C:5]([C:7]([O:9]C)=[O:8])[N:6]=1.O[Li].O. The catalyst is C1COCC1.CO.O. The product is [Br:1][C:2]1[N:3]([CH2:11][O:12][CH2:13][CH2:14][Si:15]([CH3:18])([CH3:17])[CH3:16])[CH:4]=[C:5]([C:7]([OH:9])=[O:8])[N:6]=1. The yield is 0.880. (5) The reactants are Cl[CH2:2][CH2:3][CH2:4][C:5]([NH:7][C@H:8]1[CH2:13][CH2:12][N:11]([CH2:14][C:15]2[CH:20]=[CH:19][CH:18]=[CH:17][CH:16]=2)[CH2:10][C@H:9]1[O:21][Si:22]([C:25]([CH3:28])([CH3:27])[CH3:26])([CH3:24])[CH3:23])=[O:6].[H-].[Na+]. The catalyst is CN(C=O)C. The product is [CH3:26][C:25]([Si:22]([CH3:24])([CH3:23])[O:21][C@H:9]1[C@@H:8]([N:7]2[CH2:2][CH2:3][CH2:4][C:5]2=[O:6])[CH2:13][CH2:12][N:11]([CH2:14][C:15]2[CH:20]=[CH:19][CH:18]=[CH:17][CH:16]=2)[CH2:10]1)([CH3:28])[CH3:27]. The yield is 0.860. (6) The reactants are [C:1]1([O:11][CH2:12][CH2:13][N:14]2C(=O)C3C(=CC=CC=3)C2=O)[C:10]2[C:5](=[CH:6][CH:7]=[CH:8][CH:9]=2)[CH:4]=[CH:3][CH:2]=1.O.NN. The catalyst is C(O)C. The product is [C:1]1([O:11][CH2:12][CH2:13][NH2:14])[C:10]2[C:5](=[CH:6][CH:7]=[CH:8][CH:9]=2)[CH:4]=[CH:3][CH:2]=1. The yield is 0.940. (7) The reactants are [O-]CC.[Na+].C([O:7][C:8](=O)[CH:9]([CH:16]=O)[CH2:10][C:11]([O:13][CH2:14][CH3:15])=[O:12])C.[NH2:19][C:20]([NH2:22])=[S:21].C(O)(=O)C. The catalyst is C(O)C. The product is [O:7]=[C:8]1[C:9]([CH2:10][C:11]([O:13][CH2:14][CH3:15])=[O:12])=[CH:16][NH:22][C:20](=[S:21])[NH:19]1. The yield is 0.190. (8) The reactants are [C:1]([O:5][C:6](=[O:21])[C:7]([S:10][C:11]1[CH:12]=[C:13]2[C:17](=[CH:18][CH:19]=1)[CH2:16][CH:15]([NH2:20])[CH2:14]2)([CH3:9])[CH3:8])([CH3:4])([CH3:3])[CH3:2].[C:22](Cl)(=[O:24])[CH3:23]. The catalyst is C(Cl)Cl. The product is [C:1]([O:5][C:6](=[O:21])[C:7]([S:10][C:11]1[CH:12]=[C:13]2[C:17](=[CH:18][CH:19]=1)[CH2:16][CH:15]([NH:20][C:22](=[O:24])[CH3:23])[CH2:14]2)([CH3:9])[CH3:8])([CH3:2])([CH3:3])[CH3:4]. The yield is 0.710. (9) The reactants are [CH3:1][O:2][C:3]([C:5]1([CH:8]=O)[CH2:7][CH2:6]1)=[O:4].[BH3-]C#[N:12].[Na+]. The catalyst is CO. The product is [CH3:1][O:2][C:3]([C:5]1([CH2:8][NH2:12])[CH2:7][CH2:6]1)=[O:4]. The yield is 0.970. (10) The reactants are [H-].[Na+].[CH2:3]([N:10]([CH2:29][C:30]1[CH:35]=[CH:34][CH:33]=[CH:32][CH:31]=1)[CH:11]1[CH2:15][CH:14]([CH3:16])[CH:13]([C:17]2[N:21]3[C:22]4[CH:28]=[CH:27][NH:26][C:23]=4[N:24]=[CH:25][C:20]3=[N:19][CH:18]=2)[CH2:12]1)[C:4]1[CH:9]=[CH:8][CH:7]=[CH:6][CH:5]=1.[CH3:36][Si:37]([CH2:40][CH2:41][O:42][CH2:43]Cl)([CH3:39])[CH3:38]. The catalyst is CN(C=O)C. The product is [CH2:29]([N:10]([CH2:3][C:4]1[CH:9]=[CH:8][CH:7]=[CH:6][CH:5]=1)[CH:11]1[CH2:12][CH:13]([C:17]2[N:21]3[C:22]4[CH:28]=[CH:27][N:26]([CH2:43][O:42][CH2:41][CH2:40][Si:37]([CH3:39])([CH3:38])[CH3:36])[C:23]=4[N:24]=[CH:25][C:20]3=[N:19][CH:18]=2)[CH:14]([CH3:16])[CH2:15]1)[C:30]1[CH:35]=[CH:34][CH:33]=[CH:32][CH:31]=1. The yield is 0.600.